From a dataset of Forward reaction prediction with 1.9M reactions from USPTO patents (1976-2016). Predict the product of the given reaction. (1) The product is: [CH:18]1([CH:17]([NH:24][C:25]2[CH:26]=[CH:27][C:28]([C:31]([NH:33][CH2:34][CH2:35][C:36]([O:38][CH2:39][CH3:40])=[O:37])=[O:32])=[CH:29][CH:30]=2)[C:15]2[O:16][C:12]3[CH:11]=[CH:10][C:9]([OH:8])=[CH:42][C:13]=3[C:14]=2[CH3:41])[CH2:23][CH2:22][CH2:21][CH2:20][CH2:19]1. Given the reactants C([O:8][C:9]1[CH:10]=[CH:11][C:12]2[O:16][C:15]([CH:17]([NH:24][C:25]3[CH:30]=[CH:29][C:28]([C:31]([NH:33][CH2:34][CH2:35][C:36]([O:38][CH2:39][CH3:40])=[O:37])=[O:32])=[CH:27][CH:26]=3)[CH:18]3[CH2:23][CH2:22][CH2:21][CH2:20][CH2:19]3)=[C:14]([CH3:41])[C:13]=2[CH:42]=1)C1C=CC=CC=1, predict the reaction product. (2) Given the reactants [Br:1][C:2]1[CH:3]=[CH:4][C:5](=[O:8])[NH:6][CH:7]=1.[H-].[Na+].I[CH3:12], predict the reaction product. The product is: [Br:1][C:2]1[CH:3]=[CH:4][C:5](=[O:8])[N:6]([CH3:12])[CH:7]=1. (3) Given the reactants [CH3:1][O:2][C:3]1[CH:4]=[C:5]([NH:32][C:33](=[O:35])[CH3:34])[CH:6]=[CH:7][C:8]=1/[CH:9]=[CH:10]/[S:11]([N:14]1[CH2:31][CH2:30][C:17]2([N:21]=[C:20]([CH:22]3[CH2:27][CH2:26][CH:25]([CH3:28])[CH2:24][CH2:23]3)[NH:19][C:18]2=[O:29])[CH2:16][CH2:15]1)(=[O:13])=[O:12].[H][H], predict the reaction product. The product is: [CH3:1][O:2][C:3]1[CH:4]=[C:5]([NH:32][C:33](=[O:35])[CH3:34])[CH:6]=[CH:7][C:8]=1[CH2:9][CH2:10][S:11]([N:14]1[CH2:15][CH2:16][C:17]2([N:21]=[C:20]([CH:22]3[CH2:23][CH2:24][CH:25]([CH3:28])[CH2:26][CH2:27]3)[NH:19][C:18]2=[O:29])[CH2:30][CH2:31]1)(=[O:13])=[O:12]. (4) Given the reactants Cl[C:2]1[C:11]2[C:6](=[CH:7][CH:8]=[CH:9][CH:10]=2)[C:5]([N+:12]([O-:14])=[O:13])=[CH:4][CH:3]=1.[CH3:15][CH:16]1[CH2:21][CH:20]([CH3:22])[CH2:19][NH:18][CH2:17]1, predict the reaction product. The product is: [CH3:15][CH:16]1[CH:21]([C:2]2[C:11]3[C:6](=[CH:7][CH:8]=[CH:9][CH:10]=3)[C:5]([N+:12]([O-:14])=[O:13])=[CH:4][CH:3]=2)[CH:20]([CH3:22])[CH2:19][NH:18][CH2:17]1.